From a dataset of Full USPTO retrosynthesis dataset with 1.9M reactions from patents (1976-2016). Predict the reactants needed to synthesize the given product. (1) Given the product [C:9]1([C:2]2[O:6][C:5]([CH:7]=[O:8])=[CH:4][CH:3]=2)[CH:14]=[CH:13][CH:12]=[CH:11][CH:10]=1, predict the reactants needed to synthesize it. The reactants are: Br[C:2]1[O:6][C:5]([CH:7]=[O:8])=[CH:4][CH:3]=1.[C:9]1(B(O)O)[CH:14]=[CH:13][CH:12]=[CH:11][CH:10]=1.C([O-])([O-])=O.[K+].[K+]. (2) The reactants are: [OH:1]/[N:2]=[CH:3]/[C:4]1[CH:5]=[C:6]2[C:10](=[CH:11][CH:12]=1)[N:9]([C:13]([O:15][C:16]([CH3:19])([CH3:18])[CH3:17])=[O:14])[CH2:8][CH2:7]2.ClN1C(=O)CCC1=O.[Cl:28][C:29]1[CH:34]=[C:33]([C:35]([C:37]([F:40])([F:39])[F:38])=[CH2:36])[CH:32]=[C:31]([Cl:41])[CH:30]=1.[K]. Given the product [Cl:28][C:29]1[CH:34]=[C:33]([C:35]2([C:37]([F:40])([F:38])[F:39])[O:1][N:2]=[C:3]([C:4]3[CH:5]=[C:6]4[C:10](=[CH:11][CH:12]=3)[N:9]([C:13]([O:15][C:16]([CH3:19])([CH3:18])[CH3:17])=[O:14])[CH2:8][CH2:7]4)[CH2:36]2)[CH:32]=[C:31]([Cl:41])[CH:30]=1, predict the reactants needed to synthesize it. (3) Given the product [C:1]([NH:5][C:6]([C:8]1[C:16]2[C:11](=[N:12][CH:13]=[C:14]([C:17]3[C:25]4[C:20](=[CH:21][CH:22]=[C:23]([O:26][CH:27]([F:28])[F:29])[CH:24]=4)[N:19]([CH2:40][CH2:41][CH2:42][N:43]([CH3:45])[CH3:44])[N:18]=3)[N:15]=2)[N:10]([CH2:30][O:31][CH2:32][CH2:33][Si:34]([CH3:37])([CH3:36])[CH3:35])[CH:9]=1)=[O:7])([CH3:4])([CH3:3])[CH3:2], predict the reactants needed to synthesize it. The reactants are: [C:1]([NH:5][C:6]([C:8]1[C:16]2[C:11](=[N:12][CH:13]=[C:14]([C:17]3[C:25]4[C:20](=[CH:21][CH:22]=[C:23]([O:26][CH:27]([F:29])[F:28])[CH:24]=4)[NH:19][N:18]=3)[N:15]=2)[N:10]([CH2:30][O:31][CH2:32][CH2:33][Si:34]([CH3:37])([CH3:36])[CH3:35])[CH:9]=1)=[O:7])([CH3:4])([CH3:3])[CH3:2].[Cl-].Cl[CH2:40][CH2:41][CH2:42][NH+:43]([CH3:45])[CH3:44].C([O-])([O-])=O.[Cs+].[Cs+]. (4) Given the product [C:15]([N:1]1[CH2:9][CH2:8][CH2:7][C@@H:3]([C:4]([OH:6])=[O:5])[CH2:2]1)([O:14][C:11]([CH3:13])([CH3:12])[CH3:10])=[O:16], predict the reactants needed to synthesize it. The reactants are: [NH:1]1[CH2:9][CH2:8][CH2:7][C@@H:3]([C:4]([OH:6])=[O:5])[CH2:2]1.[CH3:10][C:11]([O:14][C:15](O[C:15]([O:14][C:11]([CH3:13])([CH3:12])[CH3:10])=[O:16])=[O:16])([CH3:13])[CH3:12].C([O-])(O)=O.[Na+].Cl. (5) Given the product [CH3:30][O:31][C:32]1[CH:33]=[C:34]([NH:35][C:2]2[N:7]=[CH:6][C:5]3[CH:8]=[C:9]([C:12]4[CH:13]=[N:14][N:15]([C:17]([O:19][C:20]([CH3:23])([CH3:22])[CH3:21])=[O:18])[CH:16]=4)[N:10]([CH3:11])[C:4]=3[CH:3]=2)[CH:36]=[CH:37][C:38]=1[O:39][CH3:40], predict the reactants needed to synthesize it. The reactants are: Br[C:2]1[N:7]=[CH:6][C:5]2[CH:8]=[C:9]([C:12]3[CH:13]=[N:14][N:15]([C:17]([O:19][C:20]([CH3:23])([CH3:22])[CH3:21])=[O:18])[CH:16]=3)[N:10]([CH3:11])[C:4]=2[CH:3]=1.C(=O)([O-])[O-].[Cs+].[Cs+].[CH3:30][O:31][C:32]1[CH:33]=[C:34]([CH:36]=[CH:37][C:38]=1[O:39][CH3:40])[NH2:35].CC1(C)C2C(=C(P(C3C=CC=CC=3)C3C=CC=CC=3)C=CC=2)OC2C(P(C3C=CC=CC=3)C3C=CC=CC=3)=CC=CC1=2. (6) Given the product [CH2:14]([O:12][CH2:11][CH:8]1[CH2:9][CH2:10][C:5]2([O:4][CH2:3][CH2:2][O:1]2)[CH2:6][CH2:7]1)[CH3:15], predict the reactants needed to synthesize it. The reactants are: [O:1]1[C:5]2([CH2:10][CH2:9][CH:8]([CH2:11][OH:12])[CH2:7][CH2:6]2)[O:4][CH2:3][CH2:2]1.I[CH2:14][CH3:15]. (7) Given the product [Br:1][C:2]1[CH:3]=[CH:4][C:5]([O:6][C:7]2[CH:12]=[CH:11][C:10]([CH2:13][N:14]([CH2:16][C@H:17]3[CH2:21][CH2:20][CH2:19][N:18]3[CH2:22][C:23]3[CH:24]=[CH:25][C:26]([C:27]([OH:29])=[O:28])=[CH:31][CH:32]=3)[CH3:15])=[CH:9][CH:8]=2)=[CH:33][CH:34]=1, predict the reactants needed to synthesize it. The reactants are: [Br:1][C:2]1[CH:34]=[CH:33][C:5]([O:6][C:7]2[CH:12]=[CH:11][C:10]([CH2:13][N:14]([CH2:16][C@H:17]3[CH2:21][CH2:20][CH2:19][N:18]3[CH2:22][C:23]3[CH:32]=[CH:31][C:26]([C:27]([O:29]C)=[O:28])=[CH:25][CH:24]=3)[CH3:15])=[CH:9][CH:8]=2)=[CH:4][CH:3]=1.[OH-].[Li+]. (8) Given the product [Cl:31][C:32]1[CH:33]=[CH:34][C:35]([C:2]2[C:3]([C:25]3[CH:26]=[CH:27][N:28]=[CH:29][CH:30]=3)=[N:4][N:5]3[C:10]([C:11]4[CH:12]=[N:13][C:14]([N:17]5[CH2:22][C@@H:21]6[CH2:23][C@H:18]5[CH2:19][N:20]6[CH3:24])=[CH:15][CH:16]=4)=[CH:9][CH:8]=[N:7][C:6]=23)=[C:36]2[C:40]=1[NH:39][N:38]=[CH:37]2, predict the reactants needed to synthesize it. The reactants are: I[C:2]1[C:3]([C:25]2[CH:30]=[CH:29][N:28]=[CH:27][CH:26]=2)=[N:4][N:5]2[C:10]([C:11]3[CH:12]=[N:13][C:14]([N:17]4[CH2:22][C@@H:21]5[CH2:23][C@H:18]4[CH2:19][N:20]5[CH3:24])=[CH:15][CH:16]=3)=[CH:9][CH:8]=[N:7][C:6]=12.[Cl:31][C:32]1[CH:33]=[CH:34][C:35](B2OC(C)(C)C(C)(C)O2)=[C:36]2[C:40]=1[NH:39][N:38]=[CH:37]2. (9) Given the product [CH:1]12[CH2:10][CH:5]3[CH2:6][CH:7]([CH2:9][CH:3]([CH2:4]3)[CH:2]1[N:11]([CH3:26])[CH2:12][CH:13]([OH:25])[CH2:14][O:15][C:16]1[CH:24]=[CH:23][CH:22]=[CH:21][C:17]=1[C:18]([NH:68][CH2:67][C:66]1[CH:69]=[CH:70][C:63]([C:60]3([C:59]([F:72])([F:71])[F:58])[N:62]=[N:61]3)=[CH:64][CH:65]=1)=[O:19])[CH2:8]2, predict the reactants needed to synthesize it. The reactants are: [CH:1]12[CH2:10][CH:5]3[CH2:6][CH:7]([CH2:9][CH:3]([CH2:4]3)[CH:2]1[N:11]([CH3:26])[CH2:12][CH:13]([OH:25])[CH2:14][O:15][C:16]1[CH:24]=[CH:23][CH:22]=[CH:21][C:17]=1[C:18](O)=[O:19])[CH2:8]2.CCN=C=NCCCN(C)C.Cl.C1C=CC2N(O)N=NC=2C=1.CCN(C(C)C)C(C)C.[F:58][C:59]([F:72])([F:71])[C:60]1([C:63]2[CH:70]=[CH:69][C:66]([CH2:67][NH2:68])=[CH:65][CH:64]=2)[N:62]=[N:61]1.